Dataset: Reaction yield outcomes from USPTO patents with 853,638 reactions. Task: Predict the reaction yield, written as a fraction of the theoretical maximum amount of product (1.0 means a 100% yield; for example, 0.34 means a 34% yield). (1) The reactants are C(OC(=O)[N:5]([CH2:29][CH:30](OC)OC)[CH:6]([C:16]1[CH:21]=[CH:20][C:19]([O:22][CH2:23][CH2:24][CH2:25][OH:26])=[C:18]([O:27][CH3:28])[CH:17]=1)[CH2:7][C:8]1[CH:13]=[CH:12][CH:11]=[C:10]([O:14][CH3:15])[CH:9]=1)C.Cl.[C:37]([O:40][CH2:41][CH3:42])(=[O:39])C.CCCCCC. The catalyst is CC(C)=O.O. The product is [CH2:41]([O:40][C:37]([N:5]1[CH:29]=[CH:30][C:21]2[C:16](=[CH:17][C:18]([O:27][CH3:28])=[C:19]([O:22][CH2:23][CH2:24][CH2:25][OH:26])[CH:20]=2)[CH:6]1[CH2:7][C:8]1[CH:13]=[CH:12][CH:11]=[C:10]([O:14][CH3:15])[CH:9]=1)=[O:39])[CH3:42]. The yield is 0.320. (2) The reactants are C([O:8][C:9]1[CH:38]=[CH:37][C:12]2[NH:13][C:14]([C:19]3[C:20](=[O:36])[N:21]([NH:30][CH2:31][CH2:32][CH:33]([CH3:35])[CH3:34])[C:22]4[C:27]([C:28]=3[OH:29])=[CH:26][CH:25]=[CH:24][CH:23]=4)=[N:15][S:16](=[O:18])(=[O:17])[C:11]=2[CH:10]=1)C1C=CC=CC=1.C([O-])=O.[NH4+]. The catalyst is O1CCCC1.[Pd].[OH-].[OH-].[Pd+2]. The product is [OH:29][C:28]1[C:27]2[C:22](=[CH:23][CH:24]=[CH:25][CH:26]=2)[N:21]([NH:30][CH2:31][CH2:32][CH:33]([CH3:35])[CH3:34])[C:20](=[O:36])[C:19]=1[C:14]1[NH:13][C:12]2[CH:37]=[CH:38][C:9]([OH:8])=[CH:10][C:11]=2[S:16](=[O:17])(=[O:18])[N:15]=1. The yield is 0.800. (3) The reactants are [CH2:1]([O:3][C:4](=[O:22])[C:5]1[CH:10]=[C:9]([CH:11]=[CH:12]N(C)C)[C:8]([N+:16]([O-])=O)=[CH:7][C:6]=1[N+:19]([O-])=O)[CH3:2]. The catalyst is CCO.[Ni]. The product is [CH2:1]([O:3][C:4]([C:5]1[CH:10]=[C:9]2[C:8](=[CH:7][C:6]=1[NH2:19])[NH:16][CH:12]=[CH:11]2)=[O:22])[CH3:2]. The yield is 0.300.